From a dataset of Catalyst prediction with 721,799 reactions and 888 catalyst types from USPTO. Predict which catalyst facilitates the given reaction. Reactant: [OH:1][CH2:2][CH2:3][O:4][CH2:5][C:6]1[CH:7]=[C:8]([CH:11]=[CH:12][CH:13]=1)[C:9]#[N:10].C(N(C(C)C)CC)(C)C.[CH3:23][S:24](Cl)(=[O:26])=[O:25]. Product: [CH3:23][S:24]([O:1][CH2:2][CH2:3][O:4][CH2:5][C:6]1[CH:13]=[CH:12][CH:11]=[C:8]([C:9]#[N:10])[CH:7]=1)(=[O:26])=[O:25]. The catalyst class is: 4.